The task is: Predict which catalyst facilitates the given reaction.. This data is from Catalyst prediction with 721,799 reactions and 888 catalyst types from USPTO. (1) Reactant: [CH2:1]([C:3]1[CH:8]=[CH:7][N:6]=[C:5]([NH2:9])[CH:4]=1)[CH3:2].C([O-])(=O)C.[NH4+].C1C(=O)N([Br:22])C(=O)C1. Product: [Br:22][C:8]1[C:3]([CH2:1][CH3:2])=[CH:4][C:5]([NH2:9])=[N:6][CH:7]=1. The catalyst class is: 47. (2) Reactant: [OH-].[Li+].[C:3]([O:7][C:8]([N:10]1[CH2:15][CH:14]([C:16]2[CH:21]=[C:20]([F:22])[CH:19]=[C:18]([F:23])[CH:17]=2)[N:13]([CH2:24][C:25]([O:27]C)=[O:26])[C:12](=[O:29])[C@@H:11]1[CH2:30][CH:31]1[CH2:37][CH2:36][CH2:35][CH2:34][CH2:33][CH2:32]1)=[O:9])([CH3:6])([CH3:5])[CH3:4]. Product: [C:3]([O:7][C:8]([N:10]1[CH2:15][CH:14]([C:16]2[CH:21]=[C:20]([F:22])[CH:19]=[C:18]([F:23])[CH:17]=2)[N:13]([CH2:24][C:25]([OH:27])=[O:26])[C:12](=[O:29])[C@@H:11]1[CH2:30][CH:31]1[CH2:32][CH2:33][CH2:34][CH2:35][CH2:36][CH2:37]1)=[O:9])([CH3:6])([CH3:4])[CH3:5]. The catalyst class is: 90.